This data is from Reaction yield outcomes from USPTO patents with 853,638 reactions. The task is: Predict the reaction yield, written as a fraction of the theoretical maximum amount of product (1.0 means a 100% yield; for example, 0.34 means a 34% yield). (1) The reactants are Br[C:2]1[CH:3]=[C:4]([N:8]([CH2:23][CH:24]([O:29][Si](C(C)(C)C)(C)C)[C:25]([F:28])([F:27])[F:26])[CH2:9][C:10]2[CH:15]=[CH:14][CH:13]=[C:12]([O:16][C:17]([F:22])([F:21])[CH:18]([F:20])[F:19])[CH:11]=2)[CH:5]=[CH:6][CH:7]=1.C(=O)([O-])[O-].[Cs+].[Cs+].[CH3:43][O:44][C:45]1[CH:51]=[CH:50][C:48]([NH2:49])=[CH:47][CH:46]=1.[F-].C([N+](CCCC)(CCCC)CCCC)CCC. The catalyst is C1(C)C=CC=CC=1. The product is [CH3:43][O:44][C:45]1[CH:51]=[CH:50][C:48]([NH:49][C:2]2[CH:3]=[C:4]([N:8]([CH2:9][C:10]3[CH:15]=[CH:14][CH:13]=[C:12]([O:16][C:17]([F:21])([F:22])[CH:18]([F:20])[F:19])[CH:11]=3)[CH2:23][CH:24]([OH:29])[C:25]([F:26])([F:28])[F:27])[CH:5]=[CH:6][CH:7]=2)=[CH:47][CH:46]=1. The yield is 0.730. (2) The catalyst is C(O)C.O1CCCC1. The yield is 0.960. The reactants are C(OC(=O)[C:5]([NH:25][C:26]([O:28][CH3:29])=[O:27])([CH3:24])[CH2:6][CH2:7][C:8]1[S:9][CH:10]=[C:11]([C:13]#[C:14][CH2:15][CH2:16][CH2:17][C:18]2[CH:23]=[CH:22][CH:21]=[CH:20][CH:19]=2)[CH:12]=1)C.[Cl-].[Li+].[BH4-].[Na+].Cl. The product is [CH3:24][C:5]1([CH2:6][CH2:7][C:8]2[S:9][CH:10]=[C:11]([C:13]#[C:14][CH2:15][CH2:16][CH2:17][C:18]3[CH:19]=[CH:20][CH:21]=[CH:22][CH:23]=3)[CH:12]=2)[CH2:29][O:28][C:26](=[O:27])[NH:25]1. (3) The reactants are [C:1]([O:5][C:6](=[O:29])[CH2:7][C@@H:8]([CH2:17][O:18][S:19]([C:22]1[CH:27]=[CH:26][C:25]([CH3:28])=[CH:24][CH:23]=1)(=[O:21])=[O:20])[CH2:9][C@H:10]([CH3:16])[CH2:11][CH2:12][CH2:13][CH2:14][CH3:15])([CH3:4])([CH3:3])[CH3:2].C(OC(=O)C[C@@H](CO)C[C@@H](C)CCCCC)(C)(C)C. No catalyst specified. The product is [C:1]([O:5][C:6](=[O:29])[CH2:7][C@@H:8]([CH2:17][O:18][S:19]([C:22]1[CH:27]=[CH:26][C:25]([CH3:28])=[CH:24][CH:23]=1)(=[O:21])=[O:20])[CH2:9][C@@H:10]([CH3:16])[CH2:11][CH2:12][CH2:13][CH2:14][CH3:15])([CH3:2])([CH3:3])[CH3:4]. The yield is 0.640. (4) The reactants are Cl[C:2]1[N:7]=[CH:6][C:5]([N:8]([CH3:22])[C:9](=[O:21])[C:10]([C:13]2[CH:18]=[C:17]([Cl:19])[CH:16]=[C:15]([Cl:20])[CH:14]=2)([CH3:12])[CH3:11])=[C:4]([C:23]2[CH:28]=[CH:27][CH:26]=[CH:25][C:24]=2[Cl:29])[CH:3]=1.[NH:30]1[CH2:36][CH2:35][CH2:34][C@H:31]1[CH2:32][OH:33].CS(C)=O. The catalyst is C([O-])(O)=O.[Na+]. The product is [Cl:29][C:24]1[CH:25]=[CH:26][CH:27]=[CH:28][C:23]=1[C:4]1[CH:3]=[C:2]([N:30]2[CH2:36][CH2:35][CH2:34][C@H:31]2[CH2:32][OH:33])[N:7]=[CH:6][C:5]=1[N:8]([CH3:22])[C:9](=[O:21])[C:10]([C:13]1[CH:14]=[C:15]([Cl:20])[CH:16]=[C:17]([Cl:19])[CH:18]=1)([CH3:11])[CH3:12]. The yield is 0.870. (5) The reactants are I[C:2]1[CH:11]=[C:10]2[C:5]([C:6]([N:13]3[CH2:17][CH2:16][CH2:15][CH2:14]3)=[CH:7][C:8]([CH3:12])=[N:9]2)=[CH:4][CH:3]=1.[CH3:18][S:19]([NH2:22])(=[O:21])=[O:20].C(=O)([O-])[O-].[Cs+].[Cs+]. The catalyst is O1CCOCC1.C(Cl)Cl.[Cu]I. The product is [CH3:12][C:8]1[CH:7]=[C:6]([N:13]2[CH2:17][CH2:16][CH2:15][CH2:14]2)[C:5]2[C:10](=[CH:11][C:2]([NH:22][S:19]([CH3:18])(=[O:21])=[O:20])=[CH:3][CH:4]=2)[N:9]=1. The yield is 0.255. (6) The reactants are [OH-].[K+].[Br:3][C:4]1[CH:5]=[CH:6][C:7]2[NH:8][C:9]3[C:14]([C:15]=2[CH:16]=1)=[CH:13][C:12]([Br:17])=[CH:11][CH:10]=3.[CH2:18]([CH:20]1[O:22][CH2:21]1)Br. The catalyst is CN(C=O)C. The product is [Br:17][C:12]1[CH:11]=[CH:10][C:9]2[N:8]([CH2:18][CH:20]3[CH2:21][O:22]3)[C:7]3[C:15]([C:14]=2[CH:13]=1)=[CH:16][C:4]([Br:3])=[CH:5][CH:6]=3. The yield is 0.660. (7) The reactants are [Cl:1][C:2]1[C:3]([NH:18][C:19]2[CH:27]=[C:26]([F:28])[CH:25]=[CH:24][C:20]=2[C:21](O)=[O:22])=[CH:4][C:5]([NH:8][C:9]2[N:13]([CH:14]([CH3:16])[CH3:15])[N:12]=[C:11]([CH3:17])[CH:10]=2)=[N:6][CH:7]=1.C1C=CC2[N:37]([OH:38])N=NC=2C=1.[CH2:39](Cl)CCl.CCN(C(C)C)C(C)C. The catalyst is CN(C)C=O.C(O)(=O)C.O. The product is [Cl:1][C:2]1[C:3]([NH:18][C:19]2[CH:27]=[C:26]([F:28])[CH:25]=[CH:24][C:20]=2[C:21]([NH:37][O:38][CH3:39])=[O:22])=[CH:4][C:5]([NH:8][C:9]2[N:13]([CH:14]([CH3:15])[CH3:16])[N:12]=[C:11]([CH3:17])[CH:10]=2)=[N:6][CH:7]=1. The yield is 0.355.